From a dataset of Experimentally validated miRNA-target interactions with 360,000+ pairs, plus equal number of negative samples. Binary Classification. Given a miRNA mature sequence and a target amino acid sequence, predict their likelihood of interaction. (1) The miRNA is hsa-miR-151a-5p with sequence UCGAGGAGCUCACAGUCUAGU. The protein sequence of the target gene is MANSMNGRNPGGRGGNPRKGRILGIIDAIQDAVGPPKQAAADRRTVEKTWKLMDKVVRLCQNPKLQLKNSPPYILDILPDTYQHLRLILSKYDDNQKLAQLSENEYFKIYIDSLMKKSKRAIRLFKEGKERMYEEQSQDRRNLTKLSLIFSHMLAEIKAIFPNGQFQGDNFRITKADAAEFWRKFFGDKTIVPWKVFRQCLHEVHQISSGLEAMALKSTIDLTCNDYISVFEFDIFTRLFQPWGSILRNWNFLAVTHPGYMAFLTYDEVKARLQKYSTKPGSYIFRLSCTRLGQWAIGYV.... Result: 1 (interaction). (2) The protein sequence of the target gene is MFQPAPKRCFTIESLVAKDSPLPASRSEDPIRPAALSYANSSPINPFLNGFHSAAAAAAAGRGVYSNPDLVFAEAVSHPPNPAVPVHPVPPPHALAAHPLPSSHSPHPLFASQQRDPSTFYPWLIHRYRYLGHRFQGNDTSPESFLLHNALARKPKRIRTAFSPSQLLRLEHAFEKNHYVVGAERKQLAHSLSLTETQVKVWFQNRRTKFKRQKLEEEGSDSQQKKKGTHHINRWRIATKQASPEEIDVTSDD. Result: 0 (no interaction). The miRNA is hsa-miR-5047 with sequence UUGCAGCUGCGGUUGUAAGGU. (3) The miRNA is hsa-miR-6793-3p with sequence UCCCCAACCCCUGCCCGCAG. The protein sequence of the target gene is MVWRLVLLALWVWPSTQAGHQDKDTTFDLFSISNINRKTIGAKQFRGPDPGVPAYRFVRFDYIPPVNADDLSKITKIMRQKEGFFLTAQLKQDGKSRGTLLALEGPGLSQRQFEIVSNGPADTLDLTYWIDGTRHVVSLEDVGLADSQWKNVTVQVAGETYSLHVGCDLIDSFALDEPFYEHLQAEKSRMYVAKGSARESHFRGLLQNVHLVFENSVEDILSKKGCQQGQGAEINAISENTETLRLGPHVTTEYVGPSSERRPEVCERSCEELGNMVQELSGLHVLVNQLSENLKRVSND.... Result: 1 (interaction). (4) The miRNA is mmu-miR-3081-3p with sequence UUGCGCUCCGAUCUCUGAGCUGG. The protein sequence of the target gene is MAQSPPPQSLLGHDHWIFAQGWGWAGHWDSTSPASSSDSSGSCPCDGARGLPQPQPPSCSSRAAEAAATTPRRARTGPAGGQRQSASEREKLRMRTLARALHELRRFLPPSLAPAGQSLTKIETLRLAIRYIGHLSAVLGLSEESLQCRRRQRGDAGSPWGCPLCPDRGPAEAQTQAEGQGQGQGQGQGQGQGQGQGQGQGQGQGRRPGLVSAVLAEASWGSPSACPGAQAAPERLGRGVHDTDPWATPPYCPKIQSPPYSSQGTTSDASLWTPPQGCPWTQSSPEPRNPPVPWTAAPAT.... Result: 0 (no interaction). (5) The miRNA is mmu-miR-292a-5p with sequence ACUCAAACUGGGGGCUCUUUUG. The protein sequence of the target gene is MGKAAAPSRGGGCGGRSRGLSSLFTVVPCLSCHTAAPGMSASTSGSGPEPKPQPQPVPEPERGPLSEQVSEAVSEAVPRSEPVSETTSEPEPGAGQPSELLQGSRPGSESSSGVGAGPFTKAASEPLSRAVGSATFLRPESGSLPALKPLPLLRPGQAKTPLGVPMSGTGTTSSAPLALLPLDSFEGWLLKWTNYLKGYQRRWFVLGNGLLSYYRNQGEMAHTCRGTINLSTAHIDTEDSCGILLTSGARSYHLKASSEVDRQQWITALELAKAKAVRVMNTHSDDSGDDDEATTPADKS.... Result: 0 (no interaction). (6) The miRNA is mmu-miR-6934-3p with sequence ACCUCUGCUCCUGCCCCACCAG. The protein sequence of the target gene is MALWRAYQRALAAHPWKVQVLTAGSLMGLGDIISQQLVERRGLQEHQRGRTLTMVSLGCGFVGPVVGGWYKVLDRFIPGTTKVDALKKMLLDQGGFAPCFLGCFLPLVGALNGLSAQDNWAKLQRDYPDALITNYYLWPAVQLANFYLVPLHYRLAVVQCVAVIWNSYLSWKAHRL. Result: 0 (no interaction). (7) The miRNA is hsa-miR-3613-5p with sequence UGUUGUACUUUUUUUUUUGUUC. The protein sequence of the target gene is MLREEATKKSKEKEPGMALPQGRLTFRDVAIEFSLEEWKCLNPAQRALYRAVMLENYRNLEFVDSSLKSMMEFSSTRHSITGEVIHTGTLQRHKSHHIGDFCFPEMKKDIHHFEFQWQEVERNGHEAPMTKIKKLTGSTDRSDHRHAGNKPIKDQLGLSFHSHLPELHMFQTKGKISNQLDKSIGASSASESQRISCRLKTHISNKYGKNFLHSSFTQIQEICMREKPCQSNECGKAFNYSSLLRRHHITHSREREYKCDVCGKIFNQKQYIVYHHRCHTGEKTYKCNECGKTFTQMSSL.... Result: 0 (no interaction). (8) The miRNA is hsa-miR-605-3p with sequence AGAAGGCACUAUGAGAUUUAGA. The protein sequence of the target gene is MAAAAVVEFQRAQSLLSTDREASIDILHSIVKRDIQENDEEAVQVKEQSILELGSLLAKTGQAAELGGLLKYVRPFLNSISKAKAARLVRSLLDLFLDMEAATGQEVELCLECIEWAKSEKRTFLRQALEARLVSLYFDTKRYQEALHLGSQLLRELKKMDDKALLVEVQLLESKTYHALSNLPKARAALTSARTTANAIYCPPKLQATLDMQSGIIHAAEEKDWKTAYSYFYEAFEGYDSIDSPKAITSLKYMLLCKIMLNTPEDVQALVSGKLALRYAGRQTEALKCVAQASKNRSLA.... Result: 1 (interaction).